This data is from Full USPTO retrosynthesis dataset with 1.9M reactions from patents (1976-2016). The task is: Predict the reactants needed to synthesize the given product. (1) The reactants are: [CH3:1][O:2][C:3](=[O:29])[C@@H:4]([CH3:28])[CH2:5][C@H:6]([NH:20]C(OC(C)(C)C)=O)[C:7](=[O:19])[NH:8][CH:9]([CH3:18])[CH2:10][C:11]1[CH:16]=[CH:15][C:14]([F:17])=[CH:13][CH:12]=1.[C:30]([OH:36])([C:32]([F:35])([F:34])[F:33])=[O:31]. Given the product [OH:36][C:30]([C:32]([F:35])([F:34])[F:33])=[O:31].[CH3:1][O:2][C:3](=[O:29])[C@@H:4]([CH3:28])[CH2:5][C@H:6]([NH2:20])[C:7](=[O:19])[NH:8][CH:9]([CH3:18])[CH2:10][C:11]1[CH:12]=[CH:13][C:14]([F:17])=[CH:15][CH:16]=1.[C:30]([OH:36])([C:32]([F:35])([F:34])[F:33])=[O:31], predict the reactants needed to synthesize it. (2) The reactants are: [F:1][C:2]1[CH:3]=[CH:4][C:5]2[O:9][CH:8]([C:10]([N:12]3[CH2:17][CH2:16][NH:15][CH2:14][CH2:13]3)=[O:11])[CH2:7][C:6]=2[CH:18]=1.CCN=C=NCCCN(C)C.Cl.C1C=CC2N(O)N=NC=2C=1.C(N(CC)CC)C.[N+:48]([C:51]1[CH:56]=[CH:55][C:54]([NH:57][CH:58]2[CH2:63][CH2:62][CH:61]([O:64][CH2:65][C:66](O)=[O:67])[CH2:60][CH2:59]2)=[CH:53][C:52]=1[C:69]([F:72])([F:71])[F:70])([O-:50])=[O:49]. Given the product [F:1][C:2]1[CH:3]=[CH:4][C:5]2[O:9][CH:8]([C:10]([N:12]3[CH2:13][CH2:14][N:15]([C:66](=[O:67])[CH2:65][O:64][CH:61]4[CH2:62][CH2:63][CH:58]([NH:57][C:54]5[CH:55]=[CH:56][C:51]([N+:48]([O-:50])=[O:49])=[C:52]([C:69]([F:71])([F:70])[F:72])[CH:53]=5)[CH2:59][CH2:60]4)[CH2:16][CH2:17]3)=[O:11])[CH2:7][C:6]=2[CH:18]=1, predict the reactants needed to synthesize it. (3) Given the product [CH2:1]([N:3]1[CH2:8][C:7]([CH3:9])([CH3:10])[O:6][C:5](=[O:11])[CH:4]1[CH2:12][C:13]([N:49]1[CH2:54][CH2:53][O:52][CH2:51][CH2:50]1)=[O:15])[CH3:2], predict the reactants needed to synthesize it. The reactants are: [CH2:1]([N:3]1[CH2:8][C:7]([CH3:10])([CH3:9])[O:6][C:5](=[O:11])[CH:4]1[CH2:12][C:13]([OH:15])=O)[CH3:2].C(N(C(C)C)CC)(C)C.CN(C(ON1N=NC2C=CC=NC1=2)=[N+](C)C)C.F[P-](F)(F)(F)(F)F.[NH:49]1[CH2:54][CH2:53][O:52][CH2:51][CH2:50]1. (4) Given the product [Br-:2].[F:23][C:15]1[CH:14]=[C:13]([CH:18]=[C:17]([C:19]([F:22])([F:21])[F:20])[CH:16]=1)[CH2:12][Zn+:1], predict the reactants needed to synthesize it. The reactants are: [Zn:1].[Br:2]CCBr.Cl[Si](C)(C)C.Br[CH2:12][C:13]1[CH:18]=[C:17]([C:19]([F:22])([F:21])[F:20])[CH:16]=[C:15]([F:23])[CH:14]=1. (5) Given the product [CH3:16][O:15][C:4]1[CH:3]=[C:2]([B:17]2[O:21][C:20]([CH3:23])([CH3:22])[C:19]([CH3:25])([CH3:24])[O:18]2)[CH:14]=[CH:13][C:5]=1[CH2:6][N:7]1[CH2:12][CH2:11][CH2:10][CH2:9][CH2:8]1, predict the reactants needed to synthesize it. The reactants are: Br[C:2]1[CH:14]=[CH:13][C:5]([CH2:6][N:7]2[CH2:12][CH2:11][CH2:10][CH2:9][CH2:8]2)=[C:4]([O:15][CH3:16])[CH:3]=1.[B:17]1([B:17]2[O:21][C:20]([CH3:23])([CH3:22])[C:19]([CH3:25])([CH3:24])[O:18]2)[O:21][C:20]([CH3:23])([CH3:22])[C:19]([CH3:25])([CH3:24])[O:18]1.C([O-])(=O)C.[K+]. (6) Given the product [ClH:1].[OH:20][C:2]1[C:11]2[C:6](=[CH:7][C:8]3[O:14][CH2:13][O:12][C:9]=3[CH:10]=2)[N:5]=[CH:4][C:3]=1[C:15]([OH:17])=[O:16], predict the reactants needed to synthesize it. The reactants are: [Cl:1][C:2]1[C:11]2[C:6](=[CH:7][C:8]3[O:14][CH2:13][O:12][C:9]=3[CH:10]=2)[N:5]=[CH:4][C:3]=1[C:15]([O:17]CC)=[O:16].[O:20]1CCOCC1.